This data is from Reaction yield outcomes from USPTO patents with 853,638 reactions. The task is: Predict the reaction yield, written as a fraction of the theoretical maximum amount of product (1.0 means a 100% yield; for example, 0.34 means a 34% yield). (1) The reactants are C[O:2][C:3]([C:5]1[N:9]=[C:8]([Cl:10])[N:7]([CH2:11][O:12][CH2:13][CH2:14][Si:15]([CH3:18])([CH3:17])[CH3:16])[N:6]=1)=[O:4].[OH-].[K+:20]. The yield is 0.910. The catalyst is CCO.CCOCC. The product is [K+:20].[Cl:10][C:8]1[N:7]([CH2:11][O:12][CH2:13][CH2:14][Si:15]([CH3:17])([CH3:18])[CH3:16])[N:6]=[C:5]([C:3]([O-:4])=[O:2])[N:9]=1. (2) The reactants are C([Li])CCC.CCCCCC.C(NC(C)C)(C)C.[Cl:19][C:20]1[C:25](I)=[CH:24][CH:23]=[C:22](Cl)[N:21]=1.[C:28](=O)=[O:29].C([O-])([O-])=[O:32].[K+].[K+].[CH3:37][I:38].[ClH:39]. The catalyst is C1COCC1.CCOCC.CN(C=O)C. The product is [Cl:39][C:22]1[N:21]=[C:20]([Cl:19])[CH:25]=[C:37]([I:38])[C:23]=1[C:24]([O:29][CH3:28])=[O:32]. The yield is 0.110. (3) The reactants are [C:1]([O:5][C:6](=[O:16])[NH:7][C:8]1[CH:13]=[CH:12][CH:11]=[C:10]([CH2:14]O)[N:9]=1)([CH3:4])([CH3:3])[CH3:2].N1C=CC=CC=1.O=S(Cl)[Cl:25]. The catalyst is C(Cl)Cl. The product is [C:1]([O:5][C:6](=[O:16])[NH:7][C:8]1[CH:13]=[CH:12][CH:11]=[C:10]([CH2:14][Cl:25])[N:9]=1)([CH3:4])([CH3:3])[CH3:2]. The yield is 0.500. (4) The reactants are [CH3:1][S:2](Cl)(=[O:4])=[O:3].[Br:6][C:7]1[CH:12]=[C:11]([NH2:13])[C:10]([I:14])=[CH:9][N:8]=1.C(N(CC)CC)C. The catalyst is ClCCl. The product is [Br:6][C:7]1[CH:12]=[C:11]([NH:13][S:2]([CH3:1])(=[O:4])=[O:3])[C:10]([I:14])=[CH:9][N:8]=1. The yield is 0.440. (5) The reactants are [C:1](=[O:20])([O:7][C:8]1[CH:13]=[CH:12][C:11]([C@@H:14]2[CH2:16][C@H:15]2[N+:17]([O-])=O)=[CH:10][CH:9]=1)[O:2][C:3]([CH3:6])([CH3:5])[CH3:4].Cl.[OH-].[Na+]. The catalyst is CC(O)C.[Zn]. The product is [C:1](=[O:20])([O:2][C:3]([CH3:5])([CH3:4])[CH3:6])[O:7][C:8]1[CH:9]=[CH:10][C:11]([C@@H:14]2[CH2:16][C@H:15]2[NH2:17])=[CH:12][CH:13]=1. The yield is 0.620. (6) The reactants are [CH2:1]([O:5][C:6]1[CH:10]=[C:9]([C:11](N(OC)C)=[O:12])[N:8]([CH2:17][C:18]2[CH:23]=[CH:22][C:21]([C:24]([F:27])([F:26])[F:25])=[CH:20][C:19]=2[Cl:28])[N:7]=1)[CH2:2][CH2:3][CH3:4].[H-].C([Al+]CC(C)C)C(C)C.CO.[C@H](O)(C([O-])=O)[C@@H](O)C([O-])=O.[Na+].[K+]. The catalyst is O1CCCC1.C1(C)C=CC=CC=1. The product is [CH2:1]([O:5][C:6]1[CH:10]=[C:9]([CH:11]=[O:12])[N:8]([CH2:17][C:18]2[CH:23]=[CH:22][C:21]([C:24]([F:27])([F:26])[F:25])=[CH:20][C:19]=2[Cl:28])[N:7]=1)[CH2:2][CH2:3][CH3:4]. The yield is 0.840. (7) The reactants are [F:1][C:2]([F:7])([F:6])[C:3]([NH2:5])=O.COC1C=CC(P2(SP(C3C=CC(OC)=CC=3)(=S)S2)=[S:17])=CC=1.Br[CH2:31][C:32](=O)[C:33]([O:35][CH2:36][CH3:37])=[O:34]. The catalyst is C1COCC1. The product is [F:1][C:2]([F:7])([F:6])[C:3]1[S:17][CH:31]=[C:32]([C:33]([O:35][CH2:36][CH3:37])=[O:34])[N:5]=1. The yield is 0.320. (8) The reactants are [CH2:1]([O:8][C:9]1[CH:23]=[C:22]([CH2:24][CH3:25])[CH:21]=[CH:20][C:10]=1[O:11][C:12]1[CH:17]=[CH:16][C:15]([OH:18])=[CH:14][C:13]=1[F:19])[C:2]1[CH:7]=[CH:6][CH:5]=[CH:4][CH:3]=1.C(=O)([O-])[O-].[K+].[K+].[Na+].[I-].Br[CH:35]([CH2:41][CH3:42])[C:36]([O:38][CH2:39][CH3:40])=[O:37].C([N+](CCCC)(CCCC)CCCC)CCC.[NH4+].[Cl-]. The catalyst is CC(C)=O.O. The product is [CH2:39]([O:38][C:36](=[O:37])[CH2:35][CH2:41][CH2:42][O:18][C:15]1[CH:16]=[CH:17][C:12]([O:11][C:10]2[CH:20]=[CH:21][C:22]([CH2:24][CH3:25])=[CH:23][C:9]=2[O:8][CH2:1][C:2]2[CH:3]=[CH:4][CH:5]=[CH:6][CH:7]=2)=[C:13]([F:19])[CH:14]=1)[CH3:40]. The yield is 0.750.